This data is from Forward reaction prediction with 1.9M reactions from USPTO patents (1976-2016). The task is: Predict the product of the given reaction. Given the reactants [NH2:1][C:2]1[CH:3]=[C:4]([CH:9]=[CH:10][C:11]=1[F:12])[C:5]([O:7]C)=O.[F:13][C:14]1[CH:15]=[C:16]([CH2:21][NH2:22])[CH:17]=[CH:18][C:19]=1[F:20], predict the reaction product. The product is: [NH2:1][C:2]1[CH:3]=[C:4]([CH:9]=[CH:10][C:11]=1[F:12])[C:5]([NH:22][CH2:21][C:16]1[CH:17]=[CH:18][C:19]([F:20])=[C:14]([F:13])[CH:15]=1)=[O:7].